From a dataset of Reaction yield outcomes from USPTO patents with 853,638 reactions. Predict the reaction yield, written as a fraction of the theoretical maximum amount of product (1.0 means a 100% yield; for example, 0.34 means a 34% yield). (1) The reactants are [NH2:1][C:2]1[CH:10]=[CH:9][C:5]([C:6]([OH:8])=O)=[CH:4][N:3]=1.[CH2:11]([O:18][C:19]1[CH:26]=[CH:25][C:22]([CH2:23][NH2:24])=[CH:21][CH:20]=1)[C:12]1[CH:17]=[CH:16][CH:15]=[CH:14][CH:13]=1.F[P-](F)(F)(F)(F)F.N1([P+](N(C)C)(N(C)C)N(C)C)C2C=CC=CC=2N=N1.C(N(CC)CC)C. The catalyst is CN(C)C=O.C(OCC)(=O)C.O. The product is [NH2:1][C:2]1[CH:10]=[CH:9][C:5]([C:6]([NH:24][CH2:23][C:22]2[CH:25]=[CH:26][C:19]([O:18][CH2:11][C:12]3[CH:17]=[CH:16][CH:15]=[CH:14][CH:13]=3)=[CH:20][CH:21]=2)=[O:8])=[CH:4][N:3]=1. The yield is 0.640. (2) The yield is 0.130. The product is [CH3:18][N:17]([CH3:19])[CH2:16][CH2:15][N:13]([CH3:14])[C:11]([C:9]1[S:10][C:3]2[C:4](=[N:5][CH:6]=[CH:7][C:2]=2[O:33][C:29]2[CH:28]=[C:27]3[C:32]([C:24]([C:22]([NH:21][CH3:20])=[O:23])=[C:25]([CH3:35])[N:26]3[CH3:34])=[CH:31][CH:30]=2)[CH:8]=1)=[O:12]. No catalyst specified. The reactants are Cl[C:2]1[CH:7]=[CH:6][N:5]=[C:4]2[CH:8]=[C:9]([C:11]([N:13]([CH2:15][CH2:16][N:17]([CH3:19])[CH3:18])[CH3:14])=[O:12])[S:10][C:3]=12.[CH3:20][NH:21][C:22]([C:24]1[C:32]2[C:27](=[CH:28][C:29]([OH:33])=[CH:30][CH:31]=2)[N:26]([CH3:34])[C:25]=1[CH3:35])=[O:23].C([O-])([O-])=O.[Cs+].[Cs+]. (3) The reactants are [C:1]([C:3]1[CH:4]=[CH:5][C:6]([C:9]([OH:11])=O)=[N:7][CH:8]=1)#[N:2].C(Cl)(=O)C([Cl:15])=O.CN(C)C=O.C1(C)C=CC=CC=1. The catalyst is ClCCl. The product is [C:1]([C:3]1[CH:4]=[CH:5][C:6]([C:9]([Cl:15])=[O:11])=[N:7][CH:8]=1)#[N:2]. The yield is 0.770. (4) The reactants are [Si:1]([O:8][CH:9]([C:16]1[CH:21]=[CH:20][CH:19]=[C:18]([Cl:22])[CH:17]=1)[C:10]1[N:11]=[CH:12][S:13][C:14]=1[CH3:15])([C:4]([CH3:7])([CH3:6])[CH3:5])([CH3:3])[CH3:2].[Li]CCCC.CCCCCC.CN([CH:37]=[O:38])C. The catalyst is C1COCC1. The product is [Si:1]([O:8][CH:9]([C:16]1[CH:21]=[CH:20][CH:19]=[C:18]([Cl:22])[CH:17]=1)[C:10]1[N:11]=[C:12]([CH:37]=[O:38])[S:13][C:14]=1[CH3:15])([C:4]([CH3:7])([CH3:5])[CH3:6])([CH3:2])[CH3:3]. The yield is 0.870. (5) The reactants are C[O:2][C:3]([C:5]1[N:6]=[N:7][C:8]([N:11]2[CH2:16][CH2:15][N:14]([C:17](=[O:28])[C:18]3[CH:23]=[CH:22][CH:21]=[CH:20][C:19]=3[C:24]([F:27])([F:26])[F:25])[CH2:13][CH2:12]2)=[CH:9][CH:10]=1)=[O:4].O.[OH-].[Li+].Cl. The product is [F:27][C:24]([F:25])([F:26])[C:19]1[CH:20]=[CH:21][CH:22]=[CH:23][C:18]=1[C:17]([N:14]1[CH2:15][CH2:16][N:11]([C:8]2[N:7]=[N:6][C:5]([C:3]([OH:4])=[O:2])=[CH:10][CH:9]=2)[CH2:12][CH2:13]1)=[O:28]. The yield is 0.950. The catalyst is O1CCCC1.O.